This data is from Forward reaction prediction with 1.9M reactions from USPTO patents (1976-2016). The task is: Predict the product of the given reaction. (1) Given the reactants [Br:1][C:2]1[CH:6]=[N:5][N:4]([CH3:7])[C:3]=1[NH:8][C:9](=[O:17])[C:10]1[CH:15]=[CH:14][C:13](I)=[CH:12][CH:11]=1.[F:18][C:19]1[CH:24]=[CH:23][C:22](B(O)O)=[CH:21][CH:20]=1.C(=O)([O-])[O-].[Cs+].[Cs+].COCCOC, predict the reaction product. The product is: [Br:1][C:2]1[CH:6]=[N:5][N:4]([CH3:7])[C:3]=1[NH:8][C:9]([C:10]1[CH:15]=[CH:14][C:13]([C:22]2[CH:23]=[CH:24][C:19]([F:18])=[CH:20][CH:21]=2)=[CH:12][CH:11]=1)=[O:17]. (2) Given the reactants [F:1][C:2]([F:62])([F:61])[C:3]1[CH:4]=[C:5]([CH:54]=[C:55]([C:57]([F:60])([F:59])[F:58])[CH:56]=1)[C:6]([N:8]1[CH2:13][CH2:12][N:11]([CH2:14][C:15]2[CH:16]=[N:17][N:18](C(C3C=CC=CC=3)(C3C=CC=CC=3)C3C=CC=CC=3)[CH:19]=2)[CH2:10][C@H:9]1[CH2:39][C:40]1[CH:45]=[CH:44][C:43]([CH3:46])=[C:42]([O:47][CH2:48][O:49][CH2:50][CH2:51][O:52][CH3:53])[CH:41]=1)=[O:7].Cl.[OH-].[Na+].[Cl-].[Na+], predict the reaction product. The product is: [F:62][C:2]([F:1])([F:61])[C:3]1[CH:4]=[C:5]([CH:54]=[C:55]([C:57]([F:59])([F:58])[F:60])[CH:56]=1)[C:6]([N:8]1[CH2:13][CH2:12][N:11]([CH2:14][C:15]2[CH:19]=[N:18][NH:17][CH:16]=2)[CH2:10][C@H:9]1[CH2:39][C:40]1[CH:45]=[CH:44][C:43]([CH3:46])=[C:42]([O:47][CH2:48][O:49][CH2:50][CH2:51][O:52][CH3:53])[CH:41]=1)=[O:7].